From a dataset of Forward reaction prediction with 1.9M reactions from USPTO patents (1976-2016). Predict the product of the given reaction. Given the reactants [CH2:1]([O:8][C:9]1[CH:13]=[C:12]([C:14]([OH:16])=[O:15])[N:11]([C:17]2[CH:22]=[CH:21][CH:20]=[CH:19][CH:18]=2)[N:10]=1)[C:2]1[CH:7]=[CH:6][CH:5]=[CH:4][CH:3]=1.[I-].C.[C:25](=O)([O-])[O-].[K+].[K+].Cl, predict the reaction product. The product is: [CH2:1]([O:8][C:9]1[CH:13]=[C:12]([C:14]([O:16][CH3:25])=[O:15])[N:11]([C:17]2[CH:22]=[CH:21][CH:20]=[CH:19][CH:18]=2)[N:10]=1)[C:2]1[CH:3]=[CH:4][CH:5]=[CH:6][CH:7]=1.